From a dataset of Full USPTO retrosynthesis dataset with 1.9M reactions from patents (1976-2016). Predict the reactants needed to synthesize the given product. (1) Given the product [Cl:1][C:2]1[CH:7]=[CH:6][C:5]([C:8]([N:17]2[C:25]3[C:20](=[C:21]([N:26]([CH2:31][O:32][CH2:33][CH2:34][Si:35]([CH3:38])([CH3:36])[CH3:37])[S:27]([CH3:30])(=[O:29])=[O:28])[CH:22]=[CH:23][CH:24]=3)[CH:19]=[CH:18]2)([CH2:11][CH2:12][C:13]([F:14])([F:15])[F:16])[CH2:9][CH3:10])=[CH:4][CH:3]=1, predict the reactants needed to synthesize it. The reactants are: [Cl:1][C:2]1[CH:7]=[CH:6][C:5]([C:8]([N:17]2[C:25]3[C:20](=[C:21]([N:26]([CH2:31][O:32][CH2:33][CH2:34][Si:35]([CH3:38])([CH3:37])[CH3:36])[S:27]([CH3:30])(=[O:29])=[O:28])[CH:22]=[CH:23][CH:24]=3)[CH:19]=[CH:18]2)([C:11]#[C:12][C:13]([F:16])([F:15])[F:14])[CH2:9][CH3:10])=[CH:4][CH:3]=1. (2) The reactants are: [CH3:1][O:2][C:3]1[CH:20]=[CH:19][C:6]([CH2:7][N:8]2[C:12]3=[N:13][CH:14]=[CH:15][C:16](Cl)=[C:11]3[C:10]([I:18])=[N:9]2)=[CH:5][CH:4]=1.[F:21][C:22]1[CH:23]=[C:24]([NH:29][C:30]2[N:45]=[CH:44][CH:43]=[CH:42][C:31]=2[C:32]([NH:34][C:35]2[CH:40]=[CH:39][C:38]([F:41])=[CH:37][CH:36]=2)=[O:33])[CH:25]=[CH:26][C:27]=1[OH:28].C(=O)([O-])[O-].[Cs+].[Cs+].BrC1C=CC=CC=1. Given the product [CH3:1][O:2][C:3]1[CH:20]=[CH:19][C:6]([CH2:7][N:8]2[C:12]3=[N:13][CH:14]=[CH:15][C:16]([O:28][C:27]4[CH:26]=[CH:25][C:24]([NH:29][C:30]5[N:45]=[CH:44][CH:43]=[CH:42][C:31]=5[C:32]([NH:34][C:35]5[CH:36]=[CH:37][C:38]([F:41])=[CH:39][CH:40]=5)=[O:33])=[CH:23][C:22]=4[F:21])=[C:11]3[C:10]([I:18])=[N:9]2)=[CH:5][CH:4]=1, predict the reactants needed to synthesize it. (3) Given the product [CH3:1][C@H:2]1[N:8]([C:22]([C:18]2([CH3:17])[CH2:21][CH2:20][CH2:19]2)=[O:23])[CH2:7][C:6]2[CH:9]=[CH:10][C:11]([C:13]([O:15][CH3:16])=[O:14])=[CH:12][C:5]=2[O:4][CH2:3]1, predict the reactants needed to synthesize it. The reactants are: [CH3:1][C@H:2]1[NH:8][CH2:7][C:6]2[CH:9]=[CH:10][C:11]([C:13]([O:15][CH3:16])=[O:14])=[CH:12][C:5]=2[O:4][CH2:3]1.[CH3:17][C:18]1([C:22](O)=[O:23])[CH2:21][CH2:20][CH2:19]1.CN(C(ON1N=NC2C=CC=NC1=2)=[N+](C)C)C.F[P-](F)(F)(F)(F)F.CCN(C(C)C)C(C)C. (4) Given the product [CH3:7][C:5]([C:8]1[CH:13]=[CH:12][C:11]([S:14]([N-:17][C:18]2[C:19]([O:34][C:35]3[CH:36]=[CH:37][CH:38]=[CH:39][C:40]=3[O:41][CH3:42])=[C:20]([O:30][CH2:31][CH2:32][OH:33])[N:21]=[C:22]([C:24]3[N:25]=[CH:26][CH:27]=[CH:28][N:29]=3)[N:23]=2)(=[O:15])=[O:16])=[CH:10][CH:9]=1)([CH3:4])[CH3:6].[Na+:3], predict the reactants needed to synthesize it. The reactants are: C[O-].[Na+:3].[CH3:4][C:5]([C:8]1[CH:13]=[CH:12][C:11]([S:14]([NH:17][C:18]2[N:23]=[C:22]([C:24]3[N:29]=[CH:28][CH:27]=[CH:26][N:25]=3)[N:21]=[C:20]([O:30][CH2:31][CH2:32][OH:33])[C:19]=2[O:34][C:35]2[C:40]([O:41][CH3:42])=[CH:39][CH:38]=[CH:37][CH:36]=2)(=[O:16])=[O:15])=[CH:10][CH:9]=1)([CH3:7])[CH3:6].O.C(OCC)(=O)C. (5) Given the product [CH2:18]([O:2][C:1]([C:4]1[CH:5]=[C:6]2[C:10](=[CH:11][CH:12]=1)[NH:9][CH:8]=[CH:7]2)=[O:3])[CH3:19], predict the reactants needed to synthesize it. The reactants are: [C:1]([C:4]1[CH:5]=[C:6]2[C:10](=[CH:11][CH:12]=1)[NH:9][CH:8]=[CH:7]2)([OH:3])=[O:2].C(N1C=CN=C1)(N1[CH:19]=[CH:18]N=C1)=O.CCO.[H-].[Na+]. (6) Given the product [Cl:29][C:17]1[CH:16]=[C:15]([NH:14][C:12]2[N:11]=[CH:10][N:9]=[C:8]3[NH:7][N:6]=[C:5]([O:4][CH2:3][CH2:2][N:35]4[CH2:36][CH2:37][N:32]([CH2:30][CH3:31])[CH2:33][CH2:34]4)[C:13]=23)[CH:20]=[CH:19][C:18]=1[O:21][CH2:22][C:23]1[CH:28]=[CH:27][CH:26]=[CH:25][N:24]=1, predict the reactants needed to synthesize it. The reactants are: Cl[CH2:2][CH2:3][O:4][C:5]1[C:13]2[C:8](=[N:9][CH:10]=[N:11][C:12]=2[NH:14][C:15]2[CH:20]=[CH:19][C:18]([O:21][CH2:22][C:23]3[CH:28]=[CH:27][CH:26]=[CH:25][N:24]=3)=[C:17]([Cl:29])[CH:16]=2)[NH:7][N:6]=1.[CH2:30]([N:32]1[CH2:37][CH2:36][NH:35][CH2:34][CH2:33]1)[CH3:31]. (7) Given the product [Cl:7][C:8]1[CH:36]=[C:35]([Cl:37])[CH:34]=[CH:33][C:9]=1[C:10]([NH:12][CH2:13][C:14]1([C:26]2[C:31]([O:4][CH3:1])=[CH:30][CH:29]=[CH:28][N:27]=2)[CH2:15][CH2:16][N:17]([S:20]([CH2:23][CH2:24][CH3:25])(=[O:22])=[O:21])[CH2:18][CH2:19]1)=[O:11], predict the reactants needed to synthesize it. The reactants are: [C:1]([O-:4])([O-])=O.[Cs+].[Cs+].[Cl:7][C:8]1[CH:36]=[C:35]([Cl:37])[CH:34]=[CH:33][C:9]=1[C:10]([NH:12][CH2:13][C:14]1([C:26]2[C:31](O)=[CH:30][CH:29]=[CH:28][N:27]=2)[CH2:19][CH2:18][N:17]([S:20]([CH2:23][CH2:24][CH3:25])(=[O:22])=[O:21])[CH2:16][CH2:15]1)=[O:11]. (8) Given the product [CH:30]1([S:33]([N:21]2[CH2:20][CH2:19][N:18]([C:4]3[N:3]([CH2:1][CH3:2])[C:11]4[C:6]([C:5]=3[C:16]#[N:17])=[CH:7][CH:8]=[C:9]([C:12]([F:14])([F:15])[F:13])[CH:10]=4)[CH2:23][CH2:22]2)(=[O:35])=[O:34])[CH2:32][CH2:31]1, predict the reactants needed to synthesize it. The reactants are: [CH2:1]([N:3]1[C:11]2[C:6](=[CH:7][CH:8]=[C:9]([C:12]([F:15])([F:14])[F:13])[CH:10]=2)[C:5]([C:16]#[N:17])=[C:4]1[N:18]1[CH2:23][CH2:22][NH:21][CH2:20][CH2:19]1)[CH3:2].N1C=CC=CC=1.[CH:30]1([S:33](Cl)(=[O:35])=[O:34])[CH2:32][CH2:31]1. (9) Given the product [Cl:1][C:2]1[CH:3]=[C:4]2[C:8](=[CH:9][CH:10]=1)[N:7]([CH2:11][CH2:12][CH2:13][C:14]#[N:15])[C:6]([CH2:16][OH:17])=[CH:5]2, predict the reactants needed to synthesize it. The reactants are: [Cl:1][C:2]1[CH:3]=[C:4]2[C:8](=[CH:9][CH:10]=1)[N:7]([CH2:11][CH2:12][CH2:13][C:14]#[N:15])[C:6]([C:16](O)=[O:17])=[CH:5]2.CCN(C(C)C)C(C)C.C(OC(Cl)=O)C(C)C.[BH4-].[Na+].C(O)(=O)CC(CC(O)=O)(C(O)=O)O.